From a dataset of Forward reaction prediction with 1.9M reactions from USPTO patents (1976-2016). Predict the product of the given reaction. (1) Given the reactants C1([Si](OC)(OC)OC)C=CC=CC=1.C(O[Si](OCC)(OCC)OCC)C.C[Si](OCC)(OCC)OCC.[F:38][C:39]([F:45])([F:44])[S:40]([O-:43])(=[O:42])=[O:41].C(O[Si](CCC[N+:59]1[CH2:63][CH2:62][N:61](C)[CH:60]=1)(OCC)OCC)C.Cl.C(OCC(O)C)C, predict the reaction product. The product is: [F:38][C:39]([F:45])([F:44])[S:40]([O-:43])(=[O:42])=[O:41].[NH+:59]1[CH:63]=[CH:62][NH:61][CH:60]=1. (2) The product is: [CH3:27][C:2]1([CH3:1])[O:6][C@H:5]([C:7]([N:9]2[CH2:13][C@@H:12]([C:14]3[CH:19]=[CH:18][C:17]([O:20][CH3:21])=[C:16]([O:22][CH:39]4[CH2:42][N:41]([CH:43]([C:44]5[CH:49]=[CH:48][CH:47]=[CH:46][CH:45]=5)[C:50]5[CH:55]=[CH:54][CH:53]=[CH:52][CH:51]=5)[CH2:40]4)[CH:15]=3)[C@@:11]([C@H:24]([OH:26])[CH3:25])([CH3:23])[CH2:10]2)=[O:8])[CH2:4][O:3]1. Given the reactants [CH3:1][C:2]1([CH3:27])[O:6][C@H:5]([C:7]([N:9]2[CH2:13][C@@H:12]([C:14]3[CH:19]=[CH:18][C:17]([O:20][CH3:21])=[C:16]([OH:22])[CH:15]=3)[C@@:11]([C@H:24]([OH:26])[CH3:25])([CH3:23])[CH2:10]2)=[O:8])[CH2:4][O:3]1.C(=O)([O-])[O-].[K+].[K+].CS(O[CH:39]1[CH2:42][N:41]([CH:43]([C:50]2[CH:55]=[CH:54][CH:53]=[CH:52][CH:51]=2)[C:44]2[CH:49]=[CH:48][CH:47]=[CH:46][CH:45]=2)[CH2:40]1)(=O)=O.C(OCC)(=O)C, predict the reaction product.